Task: Regression. Given a peptide amino acid sequence and an MHC pseudo amino acid sequence, predict their binding affinity value. This is MHC class I binding data.. Dataset: Peptide-MHC class I binding affinity with 185,985 pairs from IEDB/IMGT (1) The peptide sequence is ARLSSPIVL. The MHC is HLA-A02:16 with pseudo-sequence HLA-A02:16. The binding affinity (normalized) is 0.0847. (2) The peptide sequence is QTSVNTVVR. The MHC is HLA-A33:01 with pseudo-sequence HLA-A33:01. The binding affinity (normalized) is 0.178. (3) The peptide sequence is FSYNVAYAI. The MHC is HLA-C15:02 with pseudo-sequence HLA-C15:02. The binding affinity (normalized) is 0.770. (4) The peptide sequence is VRSETKQKF. The binding affinity (normalized) is 0.306. The MHC is HLA-A24:02 with pseudo-sequence HLA-A24:02. (5) The peptide sequence is TTGAEKPKF. The MHC is HLA-A26:01 with pseudo-sequence HLA-A26:01. The binding affinity (normalized) is 0. (6) The peptide sequence is FANYNFTLV. The MHC is HLA-A02:06 with pseudo-sequence HLA-A02:06. The binding affinity (normalized) is 1.00.